This data is from HIV replication inhibition screening data with 41,000+ compounds from the AIDS Antiviral Screen. The task is: Binary Classification. Given a drug SMILES string, predict its activity (active/inactive) in a high-throughput screening assay against a specified biological target. (1) The compound is Cc1cc(O)c2c(c1)C(=O)C=C(Br)C2=O. The result is 0 (inactive). (2) The compound is O=c1n(-c2ccccc2)c(=O)n2n1C1C=CC=CC2C2CCC21. The result is 0 (inactive). (3) The compound is Cn1c(CCNC(=N)CSS(=O)(=O)O)nc2ccccc21. The result is 0 (inactive). (4) The molecule is CC1(C)CC(=O)C(=CNc2nc(-c3cccc([N+](=O)[O-])c3)cs2)C(=O)C1.[Cl-]. The result is 0 (inactive). (5) The molecule is O=C(CCc1cc(O)cc(O)c1)NCCc1cc(OCc2ccccc2)cc(OCc2ccccc2)c1. The result is 0 (inactive). (6) The drug is O=[N+]([O-])c1cccc(-c2cn3c(n2)Cc2ccccc2C3)c1. The result is 0 (inactive).